The task is: Predict hERG channel inhibition at various concentrations.. This data is from hERG Central: cardiac toxicity at 1µM, 10µM, and general inhibition. (1) The molecule is Cc1cccc(Nc2nnc(SCc3cn4ccccc4n3)s2)c1. Results: hERG_inhib (hERG inhibition (general)): blocker. (2) The molecule is COc1ccc(-n2cc(CNC(C)c3ccncn3)c(-c3cccc(F)c3)n2)cc1. Results: hERG_inhib (hERG inhibition (general)): blocker. (3) Results: hERG_inhib (hERG inhibition (general)): blocker. The molecule is COc1cccc2c(C)cc(N3CCCCCC3)nc12. (4) The compound is O=C(Nc1ccc(N2CCN(C(=O)c3ccccc3)CC2)cc1)c1ccc(Br)o1. Results: hERG_inhib (hERG inhibition (general)): blocker.